Dataset: Reaction yield outcomes from USPTO patents with 853,638 reactions. Task: Predict the reaction yield, written as a fraction of the theoretical maximum amount of product (1.0 means a 100% yield; for example, 0.34 means a 34% yield). (1) The reactants are [NH2:1][CH2:2][CH2:3][CH2:4][CH2:5][C:6]1[CH:7]=[C:8]2[C:13](=[CH:14][CH:15]=1)[CH:12]=[C:11]([O:16][CH2:17][CH2:18][CH2:19][NH:20][C:21](=[O:27])[O:22][C:23]([CH3:26])([CH3:25])[CH3:24])[CH:10]=[CH:9]2.[NH2:28][C:29]1[C:30]([C:37]([NH:39][C:40](SC)=[NH:41])=[O:38])=[N:31][C:32]([Cl:36])=[C:33]([NH2:35])[N:34]=1.CCN(C(C)C)C(C)C. The catalyst is CCO. The product is [NH2:28][C:29]1[C:30]([C:37]([NH:39][C:40](=[NH:41])[NH:1][CH2:2][CH2:3][CH2:4][CH2:5][C:6]2[CH:7]=[C:8]3[C:13](=[CH:14][CH:15]=2)[CH:12]=[C:11]([O:16][CH2:17][CH2:18][CH2:19][NH:20][C:21](=[O:27])[O:22][C:23]([CH3:24])([CH3:26])[CH3:25])[CH:10]=[CH:9]3)=[O:38])=[N:31][C:32]([Cl:36])=[C:33]([NH2:35])[N:34]=1. The yield is 0.840. (2) The reactants are FC(F)(F)[C:3]([N:5]([CH2:7][CH2:8][CH2:9][CH2:10][CH:11]=[CH2:12])C)=O.[C:15]1([CH3:25])[CH:20]=[CH:19][C:18]([S:21]([OH:24])(=[O:23])=[O:22])=[CH:17][CH:16]=1. The catalyst is CO. The product is [S:21]([C:18]1[CH:19]=[CH:20][C:15]([CH3:25])=[CH:16][CH:17]=1)([OH:24])(=[O:23])=[O:22].[CH3:3][NH:5][CH2:7][CH2:8][CH2:9][CH2:10][CH:11]=[CH2:12]. The yield is 0.760. (3) The reactants are [CH3:1][O:2][C:3]1[CH:8]=[CH:7][C:6]([S:9]([NH:12][CH2:13][C:14]2[CH:29]=[CH:28][C:17]([CH2:18][C:19]3[CH:24]=[CH:23][C:22]([N+:25]([O-])=O)=[CH:21][CH:20]=3)=[CH:16][CH:15]=2)(=[O:11])=[O:10])=[CH:5][CH:4]=1. The catalyst is C(OCC)(=O)C.[Pd]. The product is [CH3:1][O:2][C:3]1[CH:4]=[CH:5][C:6]([S:9]([NH:12][CH2:13][C:14]2[CH:15]=[CH:16][C:17]([CH2:18][C:19]3[CH:24]=[CH:23][C:22]([NH2:25])=[CH:21][CH:20]=3)=[CH:28][CH:29]=2)(=[O:10])=[O:11])=[CH:7][CH:8]=1. The yield is 0.870.